From a dataset of Reaction yield outcomes from USPTO patents with 853,638 reactions. Predict the reaction yield, written as a fraction of the theoretical maximum amount of product (1.0 means a 100% yield; for example, 0.34 means a 34% yield). (1) The reactants are [C:1]1([C:7]2[N:11]=[C:10]([N:12]3[CH2:17][CH2:16][NH:15][CH2:14][CH2:13]3)[S:9][N:8]=2)[CH:6]=[CH:5][CH:4]=[CH:3][CH:2]=1.C(N(CC)CC)C.[F:25][C:26]1[CH:31]=[CH:30][CH:29]=[CH:28][C:27]=1[N:32]=[C:33]=[O:34]. The catalyst is O1CCCC1. The product is [F:25][C:26]1[CH:31]=[CH:30][CH:29]=[CH:28][C:27]=1[NH:32][C:33]([N:15]1[CH2:16][CH2:17][N:12]([C:10]2[S:9][N:8]=[C:7]([C:1]3[CH:2]=[CH:3][CH:4]=[CH:5][CH:6]=3)[N:11]=2)[CH2:13][CH2:14]1)=[O:34]. The yield is 0.469. (2) The reactants are CC[N:3]([CH:7]([CH3:9])[CH3:8])C(C)C.BrCC(C1[CH:19]=[CH:18][C:17]([Br:20])=[CH:16][CH:15]=1)=O.[C:21]([O:25][C:26]([N:28]1[C@H:33]([C:34](O)=O)[CH2:32][C@@H:31]2[C@H:29]1[CH2:30]2)=[O:27])([CH3:24])([CH3:23])[CH3:22].C([O-])(=O)C.[NH4+:41]. The catalyst is CC#N. The product is [Br:20][C:17]1[CH:18]=[CH:19][C:9]([C:7]2[NH:3][C:34]([C@@H:33]3[CH2:32][C@@H:31]4[C@@H:29]([CH2:30]4)[N:28]3[C:26]([O:25][C:21]([CH3:24])([CH3:23])[CH3:22])=[O:27])=[N:41][CH:8]=2)=[CH:15][CH:16]=1. The yield is 0.888. (3) The reactants are [Cl:1][C:2]1[CH:7]=[CH:6][C:5]([C:8]2[CH:13]=[CH:12][NH:11][C:10](=[O:14])[CH:9]=2)=[CH:4][CH:3]=1.Br[C:16]1[CH:24]=[C:23]2[C:19]([C:20]3[CH2:29][CH2:28][N:27]([CH3:30])[CH2:26][C:21]=3[N:22]2[CH3:25])=[CH:18][CH:17]=1. No catalyst specified. The product is [ClH:1].[Cl:1][C:2]1[CH:3]=[CH:4][C:5]([C:8]2[CH:13]=[CH:12][N:11]([C:16]3[CH:24]=[C:23]4[C:19]([C:20]5[CH2:29][CH2:28][N:27]([CH3:30])[CH2:26][C:21]=5[N:22]4[CH3:25])=[CH:18][CH:17]=3)[C:10](=[O:14])[CH:9]=2)=[CH:6][CH:7]=1. The yield is 0.190. (4) The reactants are C1(N[C:8](=[O:29])[CH2:9][CH2:10][CH2:11][CH2:12][CH2:13][CH2:14][C:15]([C:17]2[CH:22]=[CH:21][C:20]([C:23]3[CH:28]=[CH:27][CH:26]=[CH:25][CH:24]=3)=CC=2)=[O:16])C=CC=CC=1.[C:30]1([NH2:37])[CH:35]=[CH:34][CH:33]=[CH:32][C:31]=1[NH2:36].N[C:39]1C=CC=CC=1. No catalyst specified. The product is [NH2:36][C:31]1[CH:32]=[CH:33][CH:34]=[CH:35][C:30]=1[NH:37][C:8](=[O:29])[CH2:9][CH:10]([CH3:39])[CH2:11][CH2:12][CH2:13][CH2:14][C:15]([C:17]1[C:24]2[C:23](=[CH:28][CH:27]=[CH:26][CH:25]=2)[CH:20]=[CH:21][CH:22]=1)=[O:16]. The yield is 0.870. (5) The reactants are Br[C:2]1[CH:3]=[N:4][CH:5]=[C:6]([F:13])[C:7]=1[C:8]([O:10][CH2:11][CH3:12])=[O:9].[CH2:14]([Zn]CC)[CH3:15]. The catalyst is O1CCOCC1. The product is [CH2:14]([C:2]1[CH:3]=[N:4][CH:5]=[C:6]([F:13])[C:7]=1[C:8]([O:10][CH2:11][CH3:12])=[O:9])[CH3:15]. The yield is 0.510.